This data is from Forward reaction prediction with 1.9M reactions from USPTO patents (1976-2016). The task is: Predict the product of the given reaction. (1) Given the reactants [Cl:1][C:2]1[CH:7]=[CH:6][C:5]([OH:8])=[CH:4][C:3]=1[CH3:9].[C:10](Cl)(=[O:13])[CH2:11][CH3:12].[Cl-].[Cl-].[Cl-].[Al+3], predict the reaction product. The product is: [Cl:1][C:2]1[C:3]([CH3:9])=[CH:4][C:5]([OH:8])=[C:6]([C:10](=[O:13])[CH2:11][CH3:12])[CH:7]=1. (2) Given the reactants Br[C:2]1[CH:3]=[N:4][C:5]([Cl:8])=[N:6][CH:7]=1.[Zn]([CH2:10][CH2:11][C:12]([F:15])([F:14])[F:13])[CH2:10][CH2:11][C:12]([F:15])([F:14])[F:13], predict the reaction product. The product is: [Cl:8][C:5]1[N:4]=[CH:3][C:2]([CH2:10][CH2:11][C:12]([F:15])([F:14])[F:13])=[CH:7][N:6]=1. (3) Given the reactants BrC1C([N:8]([CH2:23][O:24][CH3:25])[S:9]([C:12]2[CH:17]=[CH:16][C:15](Cl)=[C:14]([C:19]([F:22])([F:21])[F:20])[CH:13]=2)(=[O:11])=[O:10])=CC(C)=CN=1.C([Mg]Cl)(C)C.ClC1C=CC=CC=1C=O, predict the reaction product. The product is: [CH3:25][O:24][CH2:23][NH:8][S:9]([C:12]1[CH:17]=[CH:16][CH:15]=[C:14]([C:19]([F:22])([F:20])[F:21])[CH:13]=1)(=[O:11])=[O:10]. (4) Given the reactants [Cl:1][C:2]1[CH:7]=[C:6]2[CH2:8][O:9][C:10]3[CH:37]=[C:36]4[C:13]([CH:14]=[CH:15][C:16]5[N:20]=[C:19]([C@@H:21]6[CH2:25][C@H:24]([O:26][CH2:27][CH3:28])[CH2:23][N:22]6[C:29](OC(C)(C)C)=[O:30])[NH:18][C:17]=54)=[CH:12][C:11]=3[C:5]2=[CH:4][CH:3]=1.Cl.[CH3:39][O:40][C:41]([NH:43][C@@H:44]([CH:48]([CH3:50])[CH3:49])C(O)=O)=[O:42].CN(C(ON1N=NC2C=CC=NC1=2)=[N+](C)C)C.F[P-](F)(F)(F)(F)F.CCN(C(C)C)C(C)C, predict the reaction product. The product is: [CH3:39][O:40][C:41](=[O:42])[NH:43][C@@H:44]([CH:48]([CH3:50])[CH3:49])[C:29]([N:22]1[CH2:23][C@@H:24]([O:26][CH2:27][CH3:28])[CH2:25][C@H:21]1[C:19]1[NH:18][C:17]2[C:36]3[C:13]([CH:14]=[CH:15][C:16]=2[N:20]=1)=[CH:12][C:11]1[C:5]2[C:6]([CH2:8][O:9][C:10]=1[CH:37]=3)=[CH:7][C:2]([Cl:1])=[CH:3][CH:4]=2)=[O:30]. (5) Given the reactants [Cl:1][CH2:2][CH2:3][CH2:4][S:5](Cl)(=[O:7])=[O:6].[NH2:9][C:10]1[CH:15]=[CH:14][C:13]([CH:16]([CH3:22])[C:17]([O:19][CH2:20][CH3:21])=[O:18])=[CH:12][C:11]=1[F:23].N1C=CC=CC=1, predict the reaction product. The product is: [Cl:1][CH2:2][CH2:3][CH2:4][S:5]([NH:9][C:10]1[CH:15]=[CH:14][C:13]([CH:16]([CH3:22])[C:17]([O:19][CH2:20][CH3:21])=[O:18])=[CH:12][C:11]=1[F:23])(=[O:7])=[O:6]. (6) Given the reactants [C:1]([O:5][C:6](=[O:38])[NH:7][C@H:8]1[CH2:13][CH2:12][CH2:11][N:10]([C:14]2[CH:19]=[CH:18][C:17]([NH:20][C:21]3[C:30]4[C:25](=[CH:26][CH:27]=[C:28](Cl)[N:29]=4)[N:24]=[CH:23][C:22]=3[C:32]([CH:34]3[CH2:37][CH2:36][CH2:35]3)=[O:33])=[CH:16][N:15]=2)[CH2:9]1)([CH3:4])([CH3:3])[CH3:2].[Cl:39][C:40]1[CH:45]=[C:44](B2OC(C)(C)C(C)(C)O2)[CH:43]=[C:42]([F:55])[C:41]=1[OH:56], predict the reaction product. The product is: [C:1]([O:5][C:6](=[O:38])[NH:7][C@H:8]1[CH2:13][CH2:12][CH2:11][N:10]([C:14]2[CH:19]=[CH:18][C:17]([NH:20][C:21]3[C:30]4[C:25](=[CH:26][CH:27]=[C:28]([C:44]5[CH:43]=[C:42]([F:55])[C:41]([OH:56])=[C:40]([Cl:39])[CH:45]=5)[N:29]=4)[N:24]=[CH:23][C:22]=3[C:32]([CH:34]3[CH2:37][CH2:36][CH2:35]3)=[O:33])=[CH:16][N:15]=2)[CH2:9]1)([CH3:4])([CH3:3])[CH3:2].